From a dataset of Full USPTO retrosynthesis dataset with 1.9M reactions from patents (1976-2016). Predict the reactants needed to synthesize the given product. (1) Given the product [C:10]([O:14][C:15]([N:17]1[CH2:22][CH2:21][CH2:20][C@H:19]([C:23]2[N:26]=[C:7]([C:2]3[CH:3]=[CH:4][CH:5]=[CH:6][N:1]=3)[O:9][N:24]=2)[CH2:18]1)=[O:16])([CH3:13])([CH3:11])[CH3:12], predict the reactants needed to synthesize it. The reactants are: [N:1]1[CH:6]=[CH:5][CH:4]=[CH:3][C:2]=1[C:7]([OH:9])=O.[C:10]([O:14][C:15]([N:17]1[CH2:22][CH2:21][CH2:20][C@H:19]([C:23](=[NH:26])[NH:24]O)[CH2:18]1)=[O:16])([CH3:13])([CH3:12])[CH3:11]. (2) Given the product [C:34]([NH:38][S:39]([C:42]1[CH:47]=[C:46]([C:2]2[CH:7]=[CH:6][CH:5]=[C:4]([C:8]3[N:13]=[C:12]([C:14]4[CH:19]=[CH:18][C:17]([C:20]([F:21])([F:23])[F:22])=[C:16]([O:24][CH2:25][C:26]([F:29])([F:28])[F:27])[CH:15]=4)[CH:11]=[C:10]([C:30]([F:32])([F:31])[F:33])[N:9]=3)[CH:3]=2)[CH:45]=[CH:44][CH:43]=1)(=[O:41])=[O:40])([CH3:37])([CH3:35])[CH3:36], predict the reactants needed to synthesize it. The reactants are: Br[C:2]1[CH:3]=[C:4]([C:8]2[N:13]=[C:12]([C:14]3[CH:19]=[CH:18][C:17]([C:20]([F:23])([F:22])[F:21])=[C:16]([O:24][CH2:25][C:26]([F:29])([F:28])[F:27])[CH:15]=3)[CH:11]=[C:10]([C:30]([F:33])([F:32])[F:31])[N:9]=2)[CH:5]=[CH:6][CH:7]=1.[C:34]([NH:38][S:39]([C:42]1[CH:43]=[C:44](B(O)O)[CH:45]=[CH:46][CH:47]=1)(=[O:41])=[O:40])([CH3:37])([CH3:36])[CH3:35]. (3) Given the product [F:15][C:7]1([F:14])[O:6][C:5]2[CH:16]=[C:17]([F:18])[C:2]([N:1]=[C:20]=[O:19])=[CH:3][C:4]=2[N:9]([CH2:10][C:11]#[CH:12])[C:8]1=[O:13], predict the reactants needed to synthesize it. The reactants are: [NH2:1][C:2]1[C:17]([F:18])=[CH:16][C:5]2[O:6][C:7]([F:15])([F:14])[C:8](=[O:13])[N:9]([CH2:10][C:11]#[CH:12])[C:4]=2[CH:3]=1.[O:19]=[C:20](Cl)OC(Cl)(Cl)Cl. (4) Given the product [Br:3][C:4]1[CH:5]=[C:6]2[C:15](=[CH:16][C:17]=1[CH3:18])[O:14][CH2:13][C:12]1[N:7]2[CH:8]([CH3:20])[C:9](=[O:19])[N:10]([CH2:22][O:23][CH2:24][CH2:25][Si:26]([CH3:29])([CH3:28])[CH3:27])[N:11]=1, predict the reactants needed to synthesize it. The reactants are: [H-].[Na+].[Br:3][C:4]1[CH:5]=[C:6]2[C:15](=[CH:16][C:17]=1[CH3:18])[O:14][CH2:13][C:12]1[N:7]2[CH:8]([CH3:20])[C:9](=[O:19])[NH:10][N:11]=1.Cl[CH2:22][O:23][CH2:24][CH2:25][Si:26]([CH3:29])([CH3:28])[CH3:27].O. (5) Given the product [CH3:1][O:2][CH2:3][O:4][C:5]1[CH:10]=[C:9]([CH3:11])[C:8]([C:12]2[CH:17]=[CH:16][CH:15]=[C:14]([CH2:18][O:19][C:20]3[CH:21]=[C:22]4[C:26](=[CH:27][CH:28]=3)[CH:25]([CH2:29][C:30]#[N:31])[C:24]3([CH2:32][CH2:33]3)[CH2:23]4)[C:13]=2[CH3:34])=[C:7]([CH3:35])[CH:6]=1, predict the reactants needed to synthesize it. The reactants are: [CH3:1][O:2][CH2:3][O:4][C:5]1[CH:10]=[C:9]([CH3:11])[C:8]([C:12]2[CH:17]=[CH:16][CH:15]=[C:14]([CH2:18][O:19][C:20]3[CH:21]=[C:22]4[C:26](=[CH:27][CH:28]=3)[C:25](=[CH:29][C:30]#[N:31])[C:24]3([CH2:33][CH2:32]3)[CH2:23]4)[C:13]=2[CH3:34])=[C:7]([CH3:35])[CH:6]=1.[Mg].II.Cl. (6) Given the product [CH3:23][N:24]1[CH:28]=[CH:27][C:26]([NH:29][C:2]2[N:3]=[CH:4][C:5]([C:18]3[CH:19]=[N:14][CH:15]=[N:16][CH:17]=3)=[C:6]3[C:11]=2[N:10]=[C:9]([CH3:12])[CH:8]=[CH:7]3)=[N:25]1, predict the reactants needed to synthesize it. The reactants are: Cl[C:2]1[N:3]=[CH:4][C:5](I)=[C:6]2[C:11]=1[N:10]=[C:9]([CH3:12])[CH:8]=[CH:7]2.[N:14]1[CH:19]=[C:18](B(O)O)[CH:17]=[N:16][CH:15]=1.[CH3:23][N:24]1[CH:28]=[CH:27][C:26]([NH2:29])=[N:25]1. (7) Given the product [OH:13][CH2:14][C:15]1[N:6]([CH2:5][CH2:4][O:3][CH3:2])[CH:8]=[N:9][CH:17]=1, predict the reactants needed to synthesize it. The reactants are: Cl.[CH3:2][O:3][CH2:4][CH2:5][NH2:6].[S-][C:8]#[N:9].[K+].[CH2:14]1[O:13][C:15](O)([CH2:17]O)[CH2:14][O:13][C:15]1(O)[CH2:17]O.O.